Dataset: Catalyst prediction with 721,799 reactions and 888 catalyst types from USPTO. Task: Predict which catalyst facilitates the given reaction. (1) Reactant: [CH2:1]([O:8][C:9]1[CH:10]=[C:11]([C:23](=[O:25])[CH3:24])[CH:12]=[C:13]([O:15][CH2:16][C:17]2[CH:22]=[CH:21][CH:20]=[CH:19][CH:18]=2)[CH:14]=1)[C:2]1[CH:7]=[CH:6][CH:5]=[CH:4][CH:3]=1.[Br-:26].[Br-].[Br-].C([N+](CCCC)(CCCC)CCCC)CCC.C([N+](CCCC)(CCCC)CCCC)CCC.C([N+](CCCC)(CCCC)CCCC)CCC. Product: [CH2:16]([O:15][C:13]1[CH:12]=[C:11]([C:23](=[O:25])[CH2:24][Br:26])[CH:10]=[C:9]([O:8][CH2:1][C:2]2[CH:3]=[CH:4][CH:5]=[CH:6][CH:7]=2)[CH:14]=1)[C:17]1[CH:18]=[CH:19][CH:20]=[CH:21][CH:22]=1. The catalyst class is: 83. (2) Product: [CH2:1]([C:8]1[C:17]2[C:12](=[CH:13][CH:14]=[CH:15][CH:16]=2)[CH2:11][N:10]([OH:23])[CH:9]=1)[C:2]1[CH:3]=[CH:4][CH:5]=[CH:6][CH:7]=1. Reactant: [CH2:1]([C:8]1[C:17]2[C:12](=[CH:13][CH:14]=[CH:15][CH:16]=2)[CH:11]=[N:10][CH:9]=1)[C:2]1[CH:7]=[CH:6][CH:5]=[CH:4][CH:3]=1.ClC1C=C(C=CC=1)C(OO)=[O:23]. The catalyst class is: 4. (3) Reactant: Br/[CH:2]=[CH:3]/[C:4]1[C:9]([F:10])=[CH:8][C:7]([O:11][CH3:12])=[CH:6][C:5]=1[F:13].C([Li])(C)(C)C.[CH2:19]([O:26][C:27]1[CH:28]=[C:29]2[C:34](=[CH:35][C:36]=1[O:37][CH3:38])[CH:33]=[N:32][CH2:31][CH2:30]2)[C:20]1[CH:25]=[CH:24][CH:23]=[CH:22][CH:21]=1.C[Si](Cl)(C)C. Product: [CH2:19]([O:26][C:27]1[CH:28]=[C:29]2[C:34](=[CH:35][C:36]=1[O:37][CH3:38])[CH:33](/[CH:2]=[CH:3]/[C:4]1[C:9]([F:10])=[CH:8][C:7]([O:11][CH3:12])=[CH:6][C:5]=1[F:13])[NH:32][CH2:31][CH2:30]2)[C:20]1[CH:25]=[CH:24][CH:23]=[CH:22][CH:21]=1. The catalyst class is: 332. (4) Product: [C:1]([O:5][C:6]([N:8]1[CH2:12][CH2:11][C@:10]([F:16])([C:13]([O-:15])=[O:14])[CH2:9]1)=[O:7])([CH3:4])([CH3:2])[CH3:3].[Li+:18]. Reactant: [C:1]([O:5][C:6]([N:8]1[CH2:12][CH2:11][C@:10]([F:16])([C:13]([OH:15])=[O:14])[CH2:9]1)=[O:7])([CH3:4])([CH3:3])[CH3:2].[OH-].[Li+:18].O1CCCC1. The catalyst class is: 24. (5) The catalyst class is: 9. Reactant: [F:1][C:2]1[CH:26]=[CH:25][C:5]([C:6]([NH:8][C@H:9]([C:16]([N:18]2[CH2:23][CH2:22][N:21]([CH3:24])[CH2:20][CH2:19]2)=[O:17])[CH2:10][CH2:11][CH2:12][C:13]([OH:15])=O)=[O:7])=[CH:4][CH:3]=1.CN(C(ON1N=NC2C=CC=NC1=2)=[N+](C)C)C.F[P-](F)(F)(F)(F)F.CCN(C(C)C)C(C)C.[CH3:60][O:61][C:62]1[CH:67]=[CH:66][C:65]([C@@H:68]2[CH2:70][C@H:69]2[NH2:71])=[CH:64][CH:63]=1. Product: [F:1][C:2]1[CH:3]=[CH:4][C:5]([C:6]([NH:8][C@@H:9]([CH2:10][CH2:11][CH2:12][C:13]([NH:71][C@@H:69]2[CH2:70][C@H:68]2[C:65]2[CH:66]=[CH:67][C:62]([O:61][CH3:60])=[CH:63][CH:64]=2)=[O:15])[C:16]([N:18]2[CH2:23][CH2:22][N:21]([CH3:24])[CH2:20][CH2:19]2)=[O:17])=[O:7])=[CH:25][CH:26]=1. (6) Reactant: [F:1][C:2]1[CH:3]=[N:4][C:5]([C:8]2[C:9]([NH:20][C@H:21]3[CH2:26][CH2:25][CH2:24][N:23]([C:27]([O:29][C:30]([CH3:33])([CH3:32])[CH3:31])=[O:28])[CH2:22]3)=[N:10][C:11](S(C)(=O)=O)=[N:12][C:13]=2[O:14][CH3:15])=[N:6][CH:7]=1.[NH:34]1[CH2:39][CH2:38][O:37][CH2:36][CH2:35]1. Product: [F:1][C:2]1[CH:3]=[N:4][C:5]([C:8]2[C:9]([NH:20][C@@H:21]3[CH2:26][CH2:25][CH2:24][N:23]([C:27]([O:29][C:30]([CH3:33])([CH3:32])[CH3:31])=[O:28])[CH2:22]3)=[N:10][C:11]([N:34]3[CH2:39][CH2:38][O:37][CH2:36][CH2:35]3)=[N:12][C:13]=2[O:14][CH3:15])=[N:6][CH:7]=1. The catalyst class is: 23. (7) Reactant: [Br:1][C:2]1[CH:14]=[CH:13][C:12]2[C:11]3[C:6](=[CH:7][CH:8]=[CH:9][CH:10]=3)[CH2:5][C:4]=2[CH:3]=1.CS(O)(=O)=O.[C:20]1([OH:26])[CH:25]=[CH:24][CH:23]=[CH:22][CH:21]=1. Product: [Br:1][C:2]1[CH:14]=[CH:13][C:12]2[C:11]3[C:6](=[CH:7][CH:8]=[CH:9][CH:10]=3)[C:5]([C:23]3[CH:24]=[CH:25][C:20]([OH:26])=[CH:21][CH:22]=3)([C:23]3[CH:24]=[CH:25][C:20]([OH:26])=[CH:21][CH:22]=3)[C:4]=2[CH:3]=1. The catalyst class is: 6. (8) Reactant: [C:1]([Si:5]([O:18][C:19]1[CH:24]=[C:23]([F:25])[CH:22]=[C:21]([F:26])[CH:20]=1)([C:12]1[CH:17]=[CH:16][CH:15]=[CH:14][CH:13]=1)[C:6]1[CH:11]=[CH:10][CH:9]=[CH:8][CH:7]=1)([CH3:4])([CH3:3])[CH3:2].[Li]CCCC.[CH2:32]([O:34][C:35](=[O:38])[CH:36]=[O:37])[CH3:33]. Product: [CH2:32]([O:34][C:35](=[O:38])[CH:36]([C:22]1[C:23]([F:25])=[CH:24][C:19]([O:18][Si:5]([C:1]([CH3:4])([CH3:2])[CH3:3])([C:6]2[CH:7]=[CH:8][CH:9]=[CH:10][CH:11]=2)[C:12]2[CH:17]=[CH:16][CH:15]=[CH:14][CH:13]=2)=[CH:20][C:21]=1[F:26])[OH:37])[CH3:33]. The catalyst class is: 1. (9) Reactant: Cl[C:2]1[C:7]([C:8]#[N:9])=[C:6]([NH:10][CH2:11][CH2:12][OH:13])[N:5]=[C:4]([NH:14][CH2:15][CH2:16][OH:17])[N:3]=1.[CH3:18][O:19][C:20]1[CH:25]=[CH:24][CH:23]=[CH:22][C:21]=1[N:26]1[CH2:31][CH2:30][NH:29][CH2:28][CH2:27]1.C(N(C(C)C)C(C)C)C. Product: [OH:17][CH2:16][CH2:15][NH:14][C:4]1[N:5]=[C:6]([NH:10][CH2:11][CH2:12][OH:13])[C:7]([C:8]#[N:9])=[C:2]([N:29]2[CH2:28][CH2:27][N:26]([C:21]3[CH:22]=[CH:23][CH:24]=[CH:25][C:20]=3[O:19][CH3:18])[CH2:31][CH2:30]2)[N:3]=1. The catalyst class is: 12. (10) Reactant: [CH2:1]([O:3][C:4]1[C:9](OS(C(F)(F)F)(=O)=O)=[C:8]([CH:18]=[O:19])[C:7]([F:20])=[CH:6][CH:5]=1)[CH3:2].[B:21]1([B:21]2[O:25][C:24]([CH3:27])([CH3:26])[C:23]([CH3:29])([CH3:28])[O:22]2)[O:25][C:24]([CH3:27])([CH3:26])[C:23]([CH3:29])([CH3:28])[O:22]1.CC([O-])=O.[K+]. Product: [CH2:1]([O:3][C:4]1[C:9]([B:21]2[O:25][C:24]([CH3:27])([CH3:26])[C:23]([CH3:29])([CH3:28])[O:22]2)=[C:8]([C:7]([F:20])=[CH:6][CH:5]=1)[CH:18]=[O:19])[CH3:2]. The catalyst class is: 450.